Task: Predict which catalyst facilitates the given reaction.. Dataset: Catalyst prediction with 721,799 reactions and 888 catalyst types from USPTO Reactant: [NH:1]([C:3]1[N:8]=[CH:7][CH:6]=[CH:5][N:4]=1)[NH2:2].C(N(CC)CC)C.C[O:17][C:18](=O)[N:19]=[C:20](SC)[C:21]([C:35]1[CH:36]=[N:37][C:38]([O:44][CH3:45])=[C:39]([O:41][CH2:42][CH3:43])[CH:40]=1)=[N:22][C:23]1[CH:28]=[CH:27][C:26]([C:29]2[N:33]=[C:32]([CH3:34])[O:31][N:30]=2)=[CH:25][CH:24]=1. Product: [CH2:42]([O:41][C:39]1[CH:40]=[C:35]([CH:21]([NH:22][C:23]2[CH:28]=[CH:27][C:26]([C:29]3[N:33]=[C:32]([CH3:34])[O:31][N:30]=3)=[CH:25][CH:24]=2)[C:20]2[NH:19][C:18](=[O:17])[N:1]([C:3]3[N:8]=[CH:7][CH:6]=[CH:5][N:4]=3)[N:2]=2)[CH:36]=[N:37][C:38]=1[O:44][CH3:45])[CH3:43]. The catalyst class is: 3.